This data is from Full USPTO retrosynthesis dataset with 1.9M reactions from patents (1976-2016). The task is: Predict the reactants needed to synthesize the given product. (1) Given the product [I:41][CH2:2][CH2:3][CH2:4][CH2:5][CH:6]1[CH2:9][N:8]([C:10]([O:12][C:13]([CH3:16])([CH3:15])[CH3:14])=[O:11])[CH2:7]1, predict the reactants needed to synthesize it. The reactants are: O[CH2:2][CH2:3][CH2:4][CH2:5][CH:6]1[CH2:9][N:8]([C:10]([O:12][C:13]([CH3:16])([CH3:15])[CH3:14])=[O:11])[CH2:7]1.C1C=CC(P(C2C=CC=CC=2)C2C=CC=CC=2)=CC=1.N1C=CN=C1.[I:41]I.C([O-])(O)=O.[Na+].S([O-])([O-])(=O)=S.[Na+].[Na+]. (2) Given the product [N:25]1([C:22]([C:9]2[C:10]3[CH2:11][CH2:12][CH:13]([C:16]4[CH:21]=[CH:20][CH:19]=[CH:18][CH:17]=4)[O:14][C:15]=3[C:4]3[N:3]=[C:2]([CH3:1])[N:6]([CH3:7])[C:5]=3[CH:8]=2)=[O:24])[CH2:27][CH2:26]1, predict the reactants needed to synthesize it. The reactants are: [CH3:1][C:2]1[N:6]([CH3:7])[C:5]2[CH:8]=[C:9]([C:22]([OH:24])=O)[C:10]3[CH2:11][CH2:12][CH:13]([C:16]4[CH:21]=[CH:20][CH:19]=[CH:18][CH:17]=4)[O:14][C:15]=3[C:4]=2[N:3]=1.[NH:25]1[CH2:27][CH2:26]1.O. (3) Given the product [CH3:1][N:2]([CH3:19])[CH2:3][CH2:4][O:5][C:6]1[CH:15]=[CH:14][C:9]([CH2:10][OH:11])=[CH:8][C:7]=1[O:16][CH3:17], predict the reactants needed to synthesize it. The reactants are: [CH3:1][N:2]([CH3:19])[C:3](=O)[CH2:4][O:5][C:6]1[CH:15]=[CH:14][C:9]([C:10](OC)=[O:11])=[CH:8][C:7]=1[O:16][CH3:17].CCOCC.[H-].[Al+3].[Li+].[H-].[H-].[H-]. (4) The reactants are: [C:1]([O:4][C:5]1[CH:13]=[CH:12][CH:11]=[CH:10][C:6]=1C(Cl)=O)(=[O:3])[CH3:2].[N-:14]=[N+:15]=[N-:16].[Na+].[N-:18]=[N+]=[N-].[CH3:21][C:22]([CH3:24])=[O:23]. Given the product [C:22]([C:24]1[CH:13]=[CH:12][CH:11]=[CH:10][C:6]=1[C:5]([N:14]=[N+:15]=[N-:16])=[O:4])(=[O:23])[CH3:21].[C:1]([O:4][C:5]1[CH:13]=[CH:12][CH:11]=[CH:10][C:6]=1[N:18]=[C:22]=[O:23])(=[O:3])[CH3:2], predict the reactants needed to synthesize it. (5) Given the product [CH2:4]([O:11][C:12]([N:14]1[CH2:19][CH2:18][C:17]([OH:20])([CH3:1])[CH:16]([F:21])[CH2:15]1)=[O:13])[C:5]1[CH:6]=[CH:7][CH:8]=[CH:9][CH:10]=1, predict the reactants needed to synthesize it. The reactants are: [CH3:1][Mg]Br.[CH2:4]([O:11][C:12]([N:14]1[CH2:19][CH2:18][C:17](=[O:20])[CH:16]([F:21])[CH2:15]1)=[O:13])[C:5]1[CH:10]=[CH:9][CH:8]=[CH:7][CH:6]=1. (6) Given the product [Cl:1][C:25]1[CH:24]=[CH:23][C:22]([C@H:35]([NH:38][CH:40]([CH2:44][CH3:45])[CH2:41][C:42]#[N:43])[CH2:36][CH3:37])=[C:21]([F:20])[C:26]=1[O:27][C:28]1[CH:33]=[CH:32][CH:31]=[CH:30][CH:29]=1, predict the reactants needed to synthesize it. The reactants are: [Cl:1]C1C(OC2C=CC=CC=2)=C(F)C=CC=1[C@H](N)CC.[F:20][C:21]1[C:26]([O:27][C:28]2[CH:33]=[CH:32][CH:31]=[CH:30][CH:29]=2)=[C:25](F)[CH:24]=[CH:23][C:22]=1[CH:35]([NH2:38])[CH2:36][CH3:37].O=[C:40]([CH2:44][CH3:45])[CH2:41][C:42]#[N:43]. (7) Given the product [Cl:1][C:2]1[CH:3]=[CH:4][C:5]([CH3:15])=[C:6]([C:8]2[CH:13]=[CH:12][N:11]=[CH:10][C:9]=2[NH:14][CH3:16])[CH:7]=1, predict the reactants needed to synthesize it. The reactants are: [Cl:1][C:2]1[CH:3]=[CH:4][C:5]([CH3:15])=[C:6]([C:8]2[CH:13]=[CH:12][N:11]=[CH:10][C:9]=2[NH2:14])[CH:7]=1.[CH:16](OC)(OC)OC.[H-].[H-].[H-].[H-].[Li+].[Al+3].